From a dataset of Catalyst prediction with 721,799 reactions and 888 catalyst types from USPTO. Predict which catalyst facilitates the given reaction. (1) Reactant: [CH3:1][NH:2][NH2:3].C([O-])([O-])=O.[K+].[K+].C(O[CH:13]=[C:14]([C:20]([CH:22]([F:24])[F:23])=O)[C:15]([O:17][CH2:18][CH3:19])=[O:16])C. Product: [F:23][CH:22]([F:24])[C:20]1[C:14]([C:15]([O:17][CH2:18][CH3:19])=[O:16])=[CH:13][N:2]([CH3:1])[N:3]=1. The catalyst class is: 226. (2) Reactant: [F:1][C:2]1[CH:10]=[C:9]([F:11])[CH:8]=[C:7]([F:12])[C:3]=1[C:4](Cl)=[O:5].[Al+3].[Cl-].[Cl-].[Cl-].[NH:17]1[CH:21]=[CH:20][CH:19]=[C:18]1[C:22]([OH:24])=[O:23].Cl. Product: [F:1][C:2]1[CH:10]=[C:9]([F:11])[CH:8]=[C:7]([F:12])[C:3]=1[C:4]([C:20]1[CH:19]=[C:18]([C:22]([OH:24])=[O:23])[NH:17][CH:21]=1)=[O:5]. The catalyst class is: 2. (3) Reactant: C(OC([N:8]1[CH2:12][CH2:11][CH2:10][C@H:9]1[CH2:13][NH:14][C:15]1[CH:20]=[CH:19][C:18]([CH:21]=[CH:22][C:23](=[O:29])[N:24]([CH2:27][CH3:28])[CH2:25][CH3:26])=[CH:17][C:16]=1[O:30][C:31]1[CH:36]=[CH:35][C:34]([O:37][CH3:38])=[CH:33][CH:32]=1)=O)(C)(C)C.C(O)(C(F)(F)F)=O. Product: [CH2:27]([N:24]([CH2:25][CH3:26])[C:23](=[O:29])/[CH:22]=[CH:21]/[C:18]1[CH:19]=[CH:20][C:15]([NH:14][CH2:13][C@@H:9]2[CH2:10][CH2:11][CH2:12][NH:8]2)=[C:16]([O:30][C:31]2[CH:32]=[CH:33][C:34]([O:37][CH3:38])=[CH:35][CH:36]=2)[CH:17]=1)[CH3:28]. The catalyst class is: 2. (4) Reactant: [Br:1][C:2]1[CH:3]=[N:4][C:5]([C:8]2[CH2:9][CH2:10][O:11][CH2:12][CH:13]=2)=[N:6][CH:7]=1.ClC1C=C(C(OO)=[O:22])C=CC=1. Product: [Br:1][C:2]1[CH:3]=[N:4][C:5]([C:8]23[O:22][CH:9]2[CH2:10][O:11][CH2:12][CH2:13]3)=[N:6][CH:7]=1. The catalyst class is: 2. (5) Reactant: Cl.[NH2:2][OH:3].C(=O)([O-])O.[Na+].[CH3:9][O:10][CH:11]([O:15][CH3:16])[CH2:12][C:13]#[N:14]. Product: [OH:3][NH:2][C:13](=[NH:14])[CH2:12][CH:11]([O:15][CH3:16])[O:10][CH3:9]. The catalyst class is: 5. (6) Reactant: [Cl:1][C:2]1[CH:7]=[CH:6][CH:5]=[C:4]([Cl:8])[C:3]=1[C:9](=[O:13])[CH2:10][C:11]#[N:12].[C:14](OC(=O)C)(=O)C.C(OCC)(OCC)OCC.[CH3:31][CH2:32][CH2:33][CH:34]([NH2:38])[CH2:35][CH2:36][CH3:37]. Product: [Cl:1][C:2]1[CH:7]=[CH:6][CH:5]=[C:4]([Cl:8])[C:3]=1[C:9](/[C:10](=[CH:14]/[NH:38][CH:34]([CH2:35][CH2:36][CH3:37])[CH2:33][CH2:32][CH3:31])/[C:11]#[N:12])=[O:13]. The catalyst class is: 7. (7) Reactant: [CH2:1]([C:3]1[S:21][C:6]2[NH:7][C:8](=[O:20])[N:9]([CH2:12][CH2:13][N:14]3[CH2:19][CH2:18][O:17][CH2:16][CH2:15]3)[C:10](=[O:11])[C:5]=2[CH:4]=1)[CH3:2].Br[CH2:23][C:24]1[CH:29]=[CH:28][C:27]([C:30]2[CH:35]=[CH:34][CH:33]=[CH:32][C:31]=2[C:36]2[N:40]=[C:39](C(Cl)(Cl)Cl)[O:38][N:37]=2)=[CH:26][CH:25]=1.C(=O)([O-])[O-:46].[K+].[K+].CN(C)C=O. Product: [CH2:1]([C:3]1[S:21][C:6]2[N:7]([CH2:23][C:24]3[CH:29]=[CH:28][C:27]([C:30]4[CH:35]=[CH:34][CH:33]=[CH:32][C:31]=4[C:36]4[NH:40][C:39](=[O:46])[O:38][N:37]=4)=[CH:26][CH:25]=3)[C:8](=[O:20])[N:9]([CH2:12][CH2:13][N:14]3[CH2:19][CH2:18][O:17][CH2:16][CH2:15]3)[C:10](=[O:11])[C:5]=2[CH:4]=1)[CH3:2]. The catalyst class is: 13. (8) Reactant: [CH2:1]([O:8][C:9]([N:11]1[CH:15]([C:16](=O)[NH:17][C:18]2[CH:23]=[CH:22][C:21]([Br:24])=[CH:20][C:19]=2[NH2:25])[CH2:14][S:13][C@H:12]1[C:27]1[CH:32]=[CH:31][N:30]=[CH:29][CH:28]=1)=[O:10])[C:2]1[CH:7]=[CH:6][CH:5]=[CH:4][CH:3]=1. Product: [CH2:1]([O:8][C:9]([N:11]1[CH:15]([C:16]2[NH:17][C:18]3[CH:23]=[CH:22][C:21]([Br:24])=[CH:20][C:19]=3[N:25]=2)[CH2:14][S:13][C@H:12]1[C:27]1[CH:32]=[CH:31][N:30]=[CH:29][CH:28]=1)=[O:10])[C:2]1[CH:7]=[CH:6][CH:5]=[CH:4][CH:3]=1. The catalyst class is: 52.